This data is from Forward reaction prediction with 1.9M reactions from USPTO patents (1976-2016). The task is: Predict the product of the given reaction. (1) The product is: [CH2:12]([O:14][C:15](=[O:23])[CH:16]([NH:1][CH2:2][CH2:3][CH2:4][Si:5]([O:10][CH3:11])([O:6][CH3:7])[O:8][CH3:9])[CH2:17][C:18]([O:20][CH2:21][CH3:22])=[O:19])[CH3:13]. Given the reactants [NH2:1][CH2:2][CH2:3][CH2:4][Si:5]([O:10][CH3:11])([O:8][CH3:9])[O:6][CH3:7].[CH2:12]([O:14][C:15](=[O:23])/[CH:16]=[CH:17]\[C:18]([O:20][CH2:21][CH3:22])=[O:19])[CH3:13], predict the reaction product. (2) Given the reactants [Cl:1][C:2]1[C:6]([CH3:7])=[CH:5][S:4][C:3]=1[C:8]([OH:10])=O.CCN=C=NCCCN(C)C.C1C=CC2N(O)N=NC=2C=1.[NH:32]1[CH2:37][CH2:36][O:35][CH2:34][CH2:33]1, predict the reaction product. The product is: [Cl:1][C:2]1[C:6]([CH3:7])=[CH:5][S:4][C:3]=1[C:8]([N:32]1[CH2:37][CH2:36][O:35][CH2:34][CH2:33]1)=[O:10]. (3) Given the reactants C([O:4][C:5]1[C:6]([O:31][CH3:32])=[C:7]([CH:11]([O:27][C:28](=[O:30])[CH3:29])[CH:12]2[CH2:17][CH2:16][N:15]([CH2:18][CH2:19][C:20]3[CH:25]=[CH:24][C:23]([F:26])=[CH:22][CH:21]=3)[CH2:14][CH2:13]2)[CH:8]=[CH:9][CH:10]=1)(=O)C.C([O-])(O)=O.[Na+].CO, predict the reaction product. The product is: [F:26][C:23]1[CH:24]=[CH:25][C:20]([CH2:19][CH2:18][N:15]2[CH2:14][CH2:13][CH:12]([CH:11]([O:27][C:28](=[O:30])[CH3:29])[C:7]3[CH:8]=[CH:9][CH:10]=[C:5]([OH:4])[C:6]=3[O:31][CH3:32])[CH2:17][CH2:16]2)=[CH:21][CH:22]=1. (4) Given the reactants [Cl:1][C:2]1[CH:7]=[CH:6][CH:5]=[CH:4][C:3]=1[C:8]1[C:12]([C:13]([OH:15])=O)=[C:11]([CH3:16])[O:10][N:9]=1.[CH3:17][C:18]1[CH:23]=[C:22]([N+:24]([O-:26])=[O:25])[CH:21]=[CH:20][C:19]=1[N:27]1[CH2:32][CH2:31][NH:30][CH2:29][CH2:28]1.C(Cl)CCl, predict the reaction product. The product is: [Cl:1][C:2]1[CH:7]=[CH:6][CH:5]=[CH:4][C:3]=1[C:8]1[C:12]([C:13]([N:30]2[CH2:31][CH2:32][N:27]([C:19]3[CH:20]=[CH:21][C:22]([N+:24]([O-:26])=[O:25])=[CH:23][C:18]=3[CH3:17])[CH2:28][CH2:29]2)=[O:15])=[C:11]([CH3:16])[O:10][N:9]=1. (5) Given the reactants [NH2:1][C:2]1[C:10]2[C:5](=[N:6][C:7]([C:11]3[CH:12]=[C:13]([CH:20]=[CH:21][C:22]=3[CH3:23])[C:14]([NH:16][CH:17]3[CH2:19][CH2:18]3)=[O:15])=[CH:8][CH:9]=2)[NH:4][N:3]=1.[CH3:24][C:25]1[C:29]([S:30](Cl)(=[O:32])=[O:31])=[C:28]([CH3:34])[O:27][N:26]=1, predict the reaction product. The product is: [CH:17]1([NH:16][C:14](=[O:15])[C:13]2[CH:20]=[CH:21][C:22]([CH3:23])=[C:11]([C:7]3[N:6]=[C:5]4[NH:4][N:3]=[C:2]([NH:1][S:30]([C:29]5[C:25]([CH3:24])=[N:26][O:27][C:28]=5[CH3:34])(=[O:32])=[O:31])[C:10]4=[CH:9][CH:8]=3)[CH:12]=2)[CH2:18][CH2:19]1.